This data is from Full USPTO retrosynthesis dataset with 1.9M reactions from patents (1976-2016). The task is: Predict the reactants needed to synthesize the given product. (1) Given the product [NH2:15][C:13]1[C:12]([O:18][CH3:19])=[CH:11][C:10]([Cl:20])=[C:9]([CH:14]=1)[C:8]([NH:7][C:4]1[CH:3]=[CH:2][C:1]([C:22]2[CH:27]=[CH:26][CH:25]=[CH:24][CH:23]=2)=[CH:6][CH:5]=1)=[O:21], predict the reactants needed to synthesize it. The reactants are: [C:1]1([C:22]2[CH:27]=[CH:26][CH:25]=[CH:24][CH:23]=2)[CH:6]=[CH:5][C:4]([NH:7][C:8](=[O:21])[C:9]2[CH:14]=[C:13]([N+:15]([O-])=O)[C:12]([O:18][CH3:19])=[CH:11][C:10]=2[Cl:20])=[CH:3][CH:2]=1.Cl.C(=O)(O)[O-].[Na+].[Cl-].[Na+]. (2) The reactants are: [CH3:1][C:2]1[O:3][C:4]([CH:7]=[CH:8][N+:9]([O-])=O)=[CH:5][CH:6]=1.[H-].[Al+3].[Li+].[H-].[H-].[H-]. Given the product [CH3:1][C:2]1[O:3][C:4]([CH2:7][CH2:8][NH2:9])=[CH:5][CH:6]=1, predict the reactants needed to synthesize it. (3) Given the product [C@H:24]1([NH:23][C:18]2[CH:17]=[CH:16][C:15]3[C:20](=[CH:21][CH:22]=[C:13]([NH:12][C:10]([NH2:9])=[S:11])[CH:14]=3)[N:19]=2)[C:32]2[C:27](=[CH:28][CH:29]=[CH:30][CH:31]=2)[CH2:26][CH2:25]1, predict the reactants needed to synthesize it. The reactants are: C([NH:9][C:10]([NH:12][C:13]1[CH:14]=[C:15]2[C:20](=[CH:21][CH:22]=1)[N:19]=[C:18]([NH:23][C@H:24]1[C:32]3[C:27](=[CH:28][CH:29]=[CH:30][CH:31]=3)[CH2:26][CH2:25]1)[CH:17]=[CH:16]2)=[S:11])(=O)C1C=CC=CC=1.[OH-].[Na+].